This data is from Reaction yield outcomes from USPTO patents with 853,638 reactions. The task is: Predict the reaction yield, written as a fraction of the theoretical maximum amount of product (1.0 means a 100% yield; for example, 0.34 means a 34% yield). (1) The reactants are [Br:1][C:2]1[CH:3]=[C:4]([CH3:13])[C:5]([N+:10]([O-])=O)=[C:6]([CH:9]=1)[NH:7][CH3:8]. The catalyst is C1COCC1.CO.[Ni]. The product is [Br:1][C:2]1[CH:9]=[C:6]([NH:7][CH3:8])[C:5]([NH2:10])=[C:4]([CH3:13])[CH:3]=1. The yield is 0.960. (2) The reactants are [Cl:1][C:2]1[CH:7]=[CH:6][C:5]([CH:8]2[CH2:14][C:13](=[O:15])[O:12][C:10](=[O:11])[CH2:9]2)=[CH:4][C:3]=1C(F)(F)F.ClC1C=CC(C=O)=CC=1[C:29]([F:32])([F:31])[F:30].C(OCC)(=O)CC(C)=O. No catalyst specified. The product is [Cl:1][C:2]1([C:29]([F:32])([F:31])[F:30])[CH:3]=[CH:4][C:5]([CH:8]2[CH2:9][C:10](=[O:11])[O:12][C:13](=[O:15])[CH2:14]2)=[CH:6][CH2:7]1. The yield is 0.470. (3) The reactants are [F:1][C:2]1[C:7]([C:8]2[CH:13]=[CH:12][CH:11]=[C:10]([CH2:14][N:15]3[CH2:20][CH2:19][NH:18][C@@H:17]([CH3:21])[CH2:16]3)[CH:9]=2)=[CH:6][C:5]([CH2:22][NH:23][C:24]([C:26]2[CH:27]=[C:28]([CH2:32][CH:33]3[CH2:38][CH2:37][N:36]([C:39]([O:41][C:42]([CH3:45])([CH3:44])[CH3:43])=[O:40])[CH2:35][CH2:34]3)[CH:29]=[CH:30][CH:31]=2)=[O:25])=[CH:4][CH:3]=1.[CH2:46]=O.[BH4-].[Na+]. The catalyst is CO. The product is [CH3:21][C@@H:17]1[N:18]([CH3:46])[CH2:19][CH2:20][N:15]([CH2:14][C:10]2[CH:9]=[C:8]([C:7]3[C:2]([F:1])=[CH:3][CH:4]=[C:5]([CH2:22][NH:23][C:24]([C:26]4[CH:27]=[C:28]([CH2:32][CH:33]5[CH2:34][CH2:35][N:36]([C:39]([O:41][C:42]([CH3:44])([CH3:43])[CH3:45])=[O:40])[CH2:37][CH2:38]5)[CH:29]=[CH:30][CH:31]=4)=[O:25])[CH:6]=3)[CH:13]=[CH:12][CH:11]=2)[CH2:16]1. The yield is 0.990. (4) The reactants are [NH2:1][C:2]1[CH:3]=[C:4]2[C:8](=[CH:9][CH:10]=1)[N:7]([CH2:11][CH2:12][CH2:13][NH2:14])[C:6](=O)[C:5]12[O:20][CH2:19][CH2:18][CH2:17][O:16]1.N.C1COCC1. The catalyst is CCOC(C)=O. The product is [N:14]1[CH2:13][CH2:12][CH2:11][N:7]2[C:8]3[CH:9]=[CH:10][C:2]([NH2:1])=[CH:3][C:4]=3[C:5]3([O:20][CH2:19][CH2:18][CH2:17][O:16]3)[C:6]=12. The yield is 0.760.